Predict the product of the given reaction. From a dataset of Forward reaction prediction with 1.9M reactions from USPTO patents (1976-2016). (1) Given the reactants [C:1]([C:3]1[N:7]([CH3:8])[C:6]([C:9]([NH2:11])=[O:10])=[N:5][CH:4]=1)#[CH:2].[N:12]1([C:17]2[CH:18]=[C:19]([NH:27][C:28](=[O:37])[C:29]3[CH:34]=[CH:33][C:32]([CH3:35])=[C:31](I)[CH:30]=3)[CH:20]=[C:21]([C:23]([F:26])([F:25])[F:24])[CH:22]=2)[CH:16]=[CH:15][N:14]=[CH:13]1, predict the reaction product. The product is: [N:12]1([C:17]2[CH:18]=[C:19]([NH:27][C:28]([C:29]3[CH:30]=[CH:31][C:32]([CH3:35])=[C:33]([C:2]#[C:1][C:3]4[N:7]([CH3:8])[C:6]([C:9]([NH2:11])=[O:10])=[N:5][CH:4]=4)[CH:34]=3)=[O:37])[CH:20]=[C:21]([C:23]([F:26])([F:25])[F:24])[CH:22]=2)[CH:16]=[CH:15][N:14]=[CH:13]1. (2) Given the reactants Br[C:2]1[CH:11]=[C:10]2[C:5]([CH2:6][CH:7]([CH3:26])[N:8]([C:12]3[CH:17]=[C:16]([N:18]4[CH2:23][CH2:22][N:21]([CH3:24])[CH2:20][CH2:19]4)[N:15]=[C:14]([NH2:25])[N:13]=3)[CH2:9]2)=[CH:4][CH:3]=1.[O:27]=[S:28]1(=[O:47])[CH2:32][CH2:31][CH:30]([N:33]2[CH:37]=[C:36](B3OC(C)(C)C(C)(C)O3)[CH:35]=[N:34]2)[CH2:29]1.C(=O)(O)[O-].[Na+].O1CCOCC1, predict the reaction product. The product is: [O:47]=[S:28]1(=[O:27])[CH2:32][CH2:31][CH:30]([N:33]2[CH:37]=[C:36]([C:2]3[CH:11]=[C:10]4[C:5]([CH2:6][CH:7]([CH3:26])[N:8]([C:12]5[CH:17]=[C:16]([N:18]6[CH2:23][CH2:22][N:21]([CH3:24])[CH2:20][CH2:19]6)[N:15]=[C:14]([NH2:25])[N:13]=5)[CH2:9]4)=[CH:4][CH:3]=3)[CH:35]=[N:34]2)[CH2:29]1. (3) Given the reactants [C:1]([C:3]1[CH:4]=[C:5]2[C:9](=[CH:10][CH:11]=1)[N:8]([CH2:12][C:13]1[CH:18]=[CH:17][CH:16]=[C:15]([O:19][C:20]([F:23])([F:22])[F:21])[CH:14]=1)[C:7]([C:24]([OH:26])=O)=[CH:6]2)#[N:2].Cl.[NH2:28][C@H:29]1[CH2:34][CH2:33][C@H:32]([OH:35])[CH2:31][CH2:30]1.C(N=C=NC(C)C)(C)C, predict the reaction product. The product is: [OH:35][C@H:32]1[CH2:33][CH2:34][C@H:29]([NH:28][C:24]([C:7]2[N:8]([CH2:12][C:13]3[CH:18]=[CH:17][CH:16]=[C:15]([O:19][C:20]([F:21])([F:23])[F:22])[CH:14]=3)[C:9]3[C:5]([CH:6]=2)=[CH:4][C:3]([C:1]#[N:2])=[CH:11][CH:10]=3)=[O:26])[CH2:30][CH2:31]1. (4) The product is: [Si:1]([O:8][CH2:9][C:10]1[N:11]=[N:12][N:13]([CH2:15][Si:16]([CH3:17])([CH3:18])[CH3:19])[C:14]=1[C:26]1[CH:38]=[N:37][C:36]2[C:35]3[CH:34]=[CH:33][C:32]([C:39]([O:41][CH3:42])=[O:40])=[CH:31][C:30]=3[N:29]([C@H:43]([C:50]3[CH:55]=[CH:54][CH:53]=[CH:52][CH:51]=3)[CH:44]3[CH2:49][CH2:48][O:47][CH2:46][CH2:45]3)[C:28]=2[CH:27]=1)([C:4]([CH3:7])([CH3:6])[CH3:5])([CH3:3])[CH3:2]. Given the reactants [Si:1]([O:8][CH2:9][C:10]1[N:11]=[N:12][N:13]([CH2:15][Si:16]([CH3:19])([CH3:18])[CH3:17])[CH:14]=1)([C:4]([CH3:7])([CH3:6])[CH3:5])([CH3:3])[CH3:2].[Li]CCCC.Br[C:26]1[CH:38]=[N:37][C:36]2[C:35]3[CH:34]=[CH:33][C:32]([C:39]([O:41][CH3:42])=[O:40])=[CH:31][C:30]=3[N:29]([C@H:43]([C:50]3[CH:55]=[CH:54][CH:53]=[CH:52][CH:51]=3)[CH:44]3[CH2:49][CH2:48][O:47][CH2:46][CH2:45]3)[C:28]=2[CH:27]=1.O, predict the reaction product. (5) Given the reactants [F:1][C:2]1[CH:7]=[C:6]([N:8]2[CH:13]=[CH:12][CH:11]=[CH:10][C:9]2=[O:14])[CH:5]=[CH:4][C:3]=1[NH:15][C:16]([N:18]1[CH2:22][CH:21]([NH:23][CH3:24])[C@H:20]([CH2:25][NH:26][C:27]([C:29]2[S:30][C:31]([Cl:34])=[CH:32][CH:33]=2)=[O:28])[CH2:19]1)=[O:17].[CH3:35][S:36](Cl)(=[O:38])=[O:37], predict the reaction product. The product is: [F:1][C:2]1[CH:7]=[C:6]([N:8]2[CH:13]=[CH:12][CH:11]=[CH:10][C:9]2=[O:14])[CH:5]=[CH:4][C:3]=1[NH:15][C:16]([N:18]1[CH2:22][CH:21]([N:23]([S:36]([CH3:35])(=[O:38])=[O:37])[CH3:24])[C@H:20]([CH2:25][NH:26][C:27]([C:29]2[S:30][C:31]([Cl:34])=[CH:32][CH:33]=2)=[O:28])[CH2:19]1)=[O:17]. (6) Given the reactants C=O.S(=O)(=O)(O)O.[CH2:8]([OH:12])CCC.[C:13]1([CH2:23][OH:24])[C:22]2[C:17](=[CH:18][CH:19]=[CH:20][CH:21]=2)[CH:16]=[CH:15][CH:14]=1.C(C1C=CC=CC=1)C, predict the reaction product. The product is: [CH2:8]=[O:12].[C:13]1([CH2:23][OH:24])[C:22]2[C:17](=[CH:18][CH:19]=[CH:20][CH:21]=2)[CH:16]=[CH:15][CH:14]=1. (7) Given the reactants [BH4-].[Na+].[C:3]([C:6]1[CH:11]=[CH:10][C:9]([NH:12][C:13](=[O:29])[C:14]2[CH:19]=[CH:18][CH:17]=[C:16]([S:20]([N:23]3[CH2:28][CH2:27][CH2:26][CH2:25][CH2:24]3)(=[O:22])=[O:21])[CH:15]=2)=[CH:8][CH:7]=1)(=[O:5])[CH3:4].[Cl-].[NH4+], predict the reaction product. The product is: [OH:5][CH:3]([C:6]1[CH:7]=[CH:8][C:9]([NH:12][C:13](=[O:29])[C:14]2[CH:19]=[CH:18][CH:17]=[C:16]([S:20]([N:23]3[CH2:24][CH2:25][CH2:26][CH2:27][CH2:28]3)(=[O:21])=[O:22])[CH:15]=2)=[CH:10][CH:11]=1)[CH3:4].